Dataset: Catalyst prediction with 721,799 reactions and 888 catalyst types from USPTO. Task: Predict which catalyst facilitates the given reaction. (1) Reactant: CC(C)([O-])C.[K+].[CH3:7][O:8][C:9](=[O:19])[CH2:10][S:11][CH2:12][CH2:13][CH2:14][C:15](OC)=[O:16]. Product: [O:16]=[C:15]1[CH2:14][CH2:13][CH2:12][S:11][CH:10]1[C:9]([O:8][CH3:7])=[O:19]. The catalyst class is: 27. (2) Reactant: [CH3:1][N:2]1[CH2:6][CH2:5][CH2:4][C@H:3]1[C:7]([OH:9])=O.CN(C(ON1N=NC2C=CC=NC1=2)=[N+](C)C)C.F[P-](F)(F)(F)(F)F.CCN(C(C)C)C(C)C.OC(C(F)(F)F)=O.[F:50][C:51]1[CH:77]=[C:76]([F:78])[CH:75]=[CH:74][C:52]=1[O:53][CH:54]1[CH2:59][CH2:58][N:57]([C:60]2[N:61]=[C:62]3[CH2:73][CH2:72][NH:71][CH2:70][C:63]3=[N:64][C:65]=2[NH:66][CH:67]([CH3:69])[CH3:68])[CH2:56][CH2:55]1. Product: [F:50][C:51]1[CH:77]=[C:76]([F:78])[CH:75]=[CH:74][C:52]=1[O:53][CH:54]1[CH2:55][CH2:56][N:57]([C:60]2[N:61]=[C:62]3[CH2:73][CH2:72][N:71]([C:7](=[O:9])[C@@H:3]4[CH2:4][CH2:5][CH2:6][N:2]4[CH3:1])[CH2:70][C:63]3=[N:64][C:65]=2[NH:66][CH:67]([CH3:69])[CH3:68])[CH2:58][CH2:59]1. The catalyst class is: 44. (3) Reactant: [O-]CC.[Na+].O1CCCC1.[C:10]([C:13]1[C:18]([Cl:19])=[CH:17][C:16]([C:20]([F:23])([F:22])[F:21])=[CH:15][N:14]=1)(=[O:12])[CH3:11].[F:24][C:25]([F:32])([F:31])[C:26](OCC)=[O:27]. Product: [Cl:19][C:18]1[C:13]([C:10](=[O:12])[CH2:11][C:26](=[O:27])[C:25]([F:32])([F:31])[F:24])=[N:14][CH:15]=[C:16]([C:20]([F:22])([F:23])[F:21])[CH:17]=1. The catalyst class is: 6. (4) Reactant: [NH:1]1[CH2:6][CH2:5][CH:4]([NH:7][C:8](=[O:14])[O:9][C:10]([CH3:13])([CH3:12])[CH3:11])[CH2:3][CH2:2]1.[Cl:15][C:16]1[CH:17]=[C:18]([CH:24]=[C:25]([Cl:27])[CH:26]=1)[O:19][CH2:20][C:21](O)=[O:22].CN1CCOCC1.CCN=C=NCCCN(C)C.Cl. Product: [C:10]([O:9][C:8](=[O:14])[NH:7][CH:4]1[CH2:3][CH2:2][N:1]([C:21](=[O:22])[CH2:20][O:19][C:18]2[CH:17]=[C:16]([Cl:15])[CH:26]=[C:25]([Cl:27])[CH:24]=2)[CH2:6][CH2:5]1)([CH3:11])([CH3:13])[CH3:12]. The catalyst class is: 85. (5) Product: [Cl:1][C:2]1[CH:10]=[C:9]([N:11]2[CH2:16][CH2:15][O:14][CH2:13][S:12]2(=[O:18])=[O:17])[CH:8]=[CH:7][C:3]=1[C:4]([NH:19][C:20]1[CH:21]=[CH:22][C:23]([Cl:36])=[C:24]([NH:26][C:27](=[O:35])[C:28]2[CH:33]=[CH:32][CH:31]=[C:30]([F:34])[CH:29]=2)[CH:25]=1)=[O:6]. Reactant: [Cl:1][C:2]1[CH:10]=[C:9]([N:11]2[CH2:16][CH2:15][O:14][CH2:13][S:12]2(=[O:18])=[O:17])[CH:8]=[CH:7][C:3]=1[C:4]([OH:6])=O.[NH2:19][C:20]1[CH:21]=[CH:22][C:23]([Cl:36])=[C:24]([NH:26][C:27](=[O:35])[C:28]2[CH:33]=[CH:32][CH:31]=[C:30]([F:34])[CH:29]=2)[CH:25]=1.CN(C(ON1N=NC2C=CC=NC1=2)=[N+](C)C)C.F[P-](F)(F)(F)(F)F.CCN(C(C)C)C(C)C. The catalyst class is: 31. (6) Reactant: [Si:1]([O:18][C:19]1[CH:27]=[C:26]2[C:22]([C:23]([CH:28]3[CH2:31][CH2:30][CH2:29]3)=[N:24][NH:25]2)=[CH:21][CH:20]=1)([C:14]([CH3:17])([CH3:16])[CH3:15])([C:8]1[CH:13]=[CH:12][CH:11]=[CH:10][CH:9]=1)[C:2]1[CH:7]=[CH:6][CH:5]=[CH:4][CH:3]=1.C(N(CC)CC)C.[CH3:39][C:40]([O:43][C:44](O[C:44]([O:43][C:40]([CH3:42])([CH3:41])[CH3:39])=[O:45])=[O:45])([CH3:42])[CH3:41]. Product: [Si:1]([O:18][C:19]1[CH:27]=[C:26]2[C:22]([C:23]([CH:28]3[CH2:31][CH2:30][CH2:29]3)=[N:24][N:25]2[C:44]([O:43][C:40]([CH3:42])([CH3:41])[CH3:39])=[O:45])=[CH:21][CH:20]=1)([C:14]([CH3:17])([CH3:15])[CH3:16])([C:2]1[CH:7]=[CH:6][CH:5]=[CH:4][CH:3]=1)[C:8]1[CH:9]=[CH:10][CH:11]=[CH:12][CH:13]=1. The catalyst class is: 230. (7) Reactant: [C:1]1([CH3:11])[CH:6]=[CH:5][C:4]([S:7](Cl)(=[O:9])=[O:8])=[CH:3][CH:2]=1.N1C=CC=CC=1.[CH3:18][O:19][CH2:20][CH:21]([OH:24])[CH2:22][OH:23]. Product: [CH3:11][C:1]1[CH:6]=[CH:5][C:4]([S:7]([O:23][CH2:22][CH:21]([OH:24])[CH2:20][O:19][CH3:18])(=[O:9])=[O:8])=[CH:3][CH:2]=1. The catalyst class is: 4. (8) Product: [C:27]1([C:6]2[CH:7]=[C:8]3[C:12](=[C:4]([C:2]([NH2:1])=[O:3])[CH:5]=2)[NH:11][CH:10]=[C:9]3[CH2:13][CH:14]2[CH2:19][CH2:18][CH2:17][NH:16][CH2:15]2)[CH:28]=[CH:29][CH:30]=[CH:31][CH:32]=1. The catalyst class is: 169. Reactant: [NH2:1][C:2]([C:4]1[CH:5]=[C:6]([C:27]2[CH:32]=[CH:31][CH:30]=[CH:29][CH:28]=2)[CH:7]=[C:8]2[C:12]=1[NH:11][CH:10]=[C:9]2[CH2:13][CH:14]1[CH2:19][CH2:18][CH2:17][N:16](C(OC(C)(C)C)=O)[CH2:15]1)=[O:3].Cl. (9) Reactant: [OH:1][C@H:2]1[CH2:6][CH2:5][N:4]([C:7]([O:9][C:10]([CH3:13])([CH3:12])[CH3:11])=[O:8])[C@@H:3]1[C:14]([O:16][C:17]([CH3:20])([CH3:19])[CH3:18])=[O:15].C(N(CC)CC)C.[CH3:28][S:29](Cl)(=[O:31])=[O:30]. Product: [CH3:28][S:29]([O:1][C@H:2]1[CH2:6][CH2:5][N:4]([C:7]([O:9][C:10]([CH3:13])([CH3:12])[CH3:11])=[O:8])[C@@H:3]1[C:14]([O:16][C:17]([CH3:20])([CH3:19])[CH3:18])=[O:15])(=[O:31])=[O:30]. The catalyst class is: 2. (10) Reactant: [H-].[Al+3].[Li+].[H-].[H-].[H-].[CH3:7][O:8][C:9]1[CH:10]=[C:11]([CH:34]=[CH:35][C:36]=1[N:37]1[CH:41]=[C:40]([CH3:42])[N:39]=[CH:38]1)/[CH:12]=[C:13]1/[C:14](=[O:33])[N:15]2[C@@H:20]([CH2:21][CH2:22]/1)[CH2:19][CH2:18][CH2:17][C@H:16]2[C:23]1[CH:32]=[CH:31][C:26]([C:27](OC)=[O:28])=[CH:25][CH:24]=1.[Cl-].[NH4+].C(OCC)(=O)C. Product: [OH:28][CH2:27][C:26]1[CH:31]=[CH:32][C:23]([C@@H:16]2[CH2:17][CH2:18][CH2:19][C@H:20]3[N:15]2[C:14](=[O:33])/[C:13](=[CH:12]/[C:11]2[CH:34]=[CH:35][C:36]([N:37]4[CH:41]=[C:40]([CH3:42])[N:39]=[CH:38]4)=[C:9]([O:8][CH3:7])[CH:10]=2)/[CH2:22][CH2:21]3)=[CH:24][CH:25]=1. The catalyst class is: 1.